Predict the reactants needed to synthesize the given product. From a dataset of Full USPTO retrosynthesis dataset with 1.9M reactions from patents (1976-2016). (1) Given the product [Br:1][C:2]1[CH:9]=[C:8]([NH:11][C@H:12]([CH2:13][C:14]2[CH:19]=[CH:18][CH:17]=[CH:16][CH:15]=2)[C:20]([NH2:22])=[O:21])[CH:7]=[CH:6][C:3]=1[C:4]#[N:5], predict the reactants needed to synthesize it. The reactants are: [Br:1][C:2]1[CH:9]=[C:8](F)[CH:7]=[CH:6][C:3]=1[C:4]#[N:5].[NH2:11][C@@H:12]([C:20]([NH2:22])=[O:21])[CH2:13][C:14]1[CH:19]=[CH:18][CH:17]=[CH:16][CH:15]=1.CCN(C(C)C)C(C)C. (2) Given the product [F:38][C:21]1[C:22]([N:24]2[CH2:29][CH2:28][CH2:27][C@H:26]([NH:30][C:31](=[O:37])[O:32][C:33]([CH3:35])([CH3:34])[CH3:36])[CH2:25]2)=[N:23][C:18]([N:16]2[C:10]3[CH:9]=[C:8]([C:6]4[CH:5]=[N:4][CH:3]=[C:2]([CH3:1])[N:7]=4)[N:13]=[CH:12][C:11]=3[CH:14]=[N:15]2)=[CH:19][CH:20]=1, predict the reactants needed to synthesize it. The reactants are: [CH3:1][C:2]1[N:7]=[C:6]([C:8]2[N:13]=[CH:12][C:11]3[CH:14]=[N:15][NH:16][C:10]=3[CH:9]=2)[CH:5]=[N:4][CH:3]=1.Cl[C:18]1[N:23]=[C:22]([N:24]2[CH2:29][CH2:28][CH2:27][C@H:26]([NH:30][C:31](=[O:37])[O:32][C:33]([CH3:36])([CH3:35])[CH3:34])[CH2:25]2)[C:21]([F:38])=[CH:20][CH:19]=1.C(=O)([O-])[O-].[Cs+].[Cs+].CC1(C)C2C(=C(P(C3C=CC=CC=3)C3C=CC=CC=3)C=CC=2)OC2C(P(C3C=CC=CC=3)C3C=CC=CC=3)=CC=CC1=2. (3) Given the product [NH2:1][C:2]1[S:23][C:5]([CH2:6][CH3:7])=[N:4][C:3]=1[C:9]([O:11][CH2:12][CH3:13])=[O:10], predict the reactants needed to synthesize it. The reactants are: [N:1]#[C:2][C@@H:3]([C:9]([O:11][CH2:12][CH3:13])=[O:10])[NH:4][C:5](=O)[CH2:6][CH3:7].COC1C=CC(P2(=S)SP(=S)(C3C=CC(OC)=CC=3)[S:23]2)=CC=1.